Predict the reactants needed to synthesize the given product. From a dataset of Retrosynthesis with 50K atom-mapped reactions and 10 reaction types from USPTO. (1) Given the product COC(=O)c1cc(F)cc(O)c1N, predict the reactants needed to synthesize it. The reactants are: COC(=O)c1cc(F)cc(O)c1[N+](=O)[O-]. (2) The reactants are: CC(=O)c1ccc(S(=O)(=O)Cl)cc1.NCc1cccc2ccccc12. Given the product CC(=O)c1ccc(S(=O)(=O)NCc2cccc3ccccc23)cc1, predict the reactants needed to synthesize it. (3) Given the product Fc1ccc(Nc2ncnc3c2CNCC3)cc1, predict the reactants needed to synthesize it. The reactants are: Fc1ccc(Nc2ncnc3c2CN(Cc2ccccc2)CC3)cc1. (4) Given the product O=C(Nc1cnc(-c2ccncc2)c(-c2ncco2)n1)C1CC1, predict the reactants needed to synthesize it. The reactants are: O=C(Nc1cnc(-c2ccncc2)c(Cl)n1)C1CC1.[Zn+]c1ncco1.